Dataset: Forward reaction prediction with 1.9M reactions from USPTO patents (1976-2016). Task: Predict the product of the given reaction. (1) The product is: [Br:20][CH2:21][CH2:22][CH2:23][S:12][CH2:11][CH2:10][C@@H:9]([C:13]([O:15][C:16]([CH3:19])([CH3:18])[CH3:17])=[O:14])[NH:8][C:6]([O:5][C:1]([CH3:3])([CH3:4])[CH3:2])=[O:7]. Given the reactants [C:1]([O:5][C:6]([NH:8][C@H:9]([C:13]([O:15][C:16]([CH3:19])([CH3:18])[CH3:17])=[O:14])[CH2:10][CH2:11][SH:12])=[O:7])([CH3:4])([CH3:3])[CH3:2].[Br:20][CH2:21][CH2:22][CH2:23]Br, predict the reaction product. (2) Given the reactants [F:1][C:2]1[CH:3]=[C:4]([N:9]2[C:13]([CH3:15])([CH3:14])[C:12](=[O:16])[N:11]([C:17]3[CH:24]=[CH:23][C:20]([C:21]#[N:22])=[C:19]([C:25]([F:28])([F:27])[F:26])[CH:18]=3)[C:10]2=[S:29])[CH:5]=[CH:6][C:7]=1[OH:8].O[CH2:31][C:32]1([C:35]([O:37][CH2:38][CH3:39])=[O:36])[CH2:34][CH2:33]1.C1(P(C2C=CC=CC=2)C2C=CC=CC=2)C=CC=CC=1.N(C(OC(C)C)=O)=NC(OC(C)C)=O, predict the reaction product. The product is: [C:21]([C:20]1[CH:23]=[CH:24][C:17]([N:11]2[C:12](=[O:16])[C:13]([CH3:14])([CH3:15])[N:9]([C:4]3[CH:5]=[CH:6][C:7]([O:8][CH2:31][C:32]4([C:35]([O:37][CH2:38][CH3:39])=[O:36])[CH2:34][CH2:33]4)=[C:2]([F:1])[CH:3]=3)[C:10]2=[S:29])=[CH:18][C:19]=1[C:25]([F:26])([F:27])[F:28])#[N:22]. (3) Given the reactants [F:1][C:2]1[CH:7]=[CH:6][CH:5]=[C:4]([F:8])[C:3]=1[NH:9][C:10]([C:12]1[CH:16]=[CH:15][NH:14][N:13]=1)=[O:11].C(=O)([O-])[O-].[K+].[K+].[Br:23][C:24]1[CH:29]=[CH:28][CH:27]=[CH:26][C:25]=1[CH2:30]Br, predict the reaction product. The product is: [Br:23][C:24]1[CH:29]=[CH:28][CH:27]=[CH:26][C:25]=1[CH2:30][N:14]1[CH:15]=[CH:16][C:12]([C:10]([NH:9][C:3]2[C:4]([F:8])=[CH:5][CH:6]=[CH:7][C:2]=2[F:1])=[O:11])=[N:13]1. (4) Given the reactants [SH:1][CH2:2][CH2:3][OH:4].[OH-].[Na+].[Cl:7][CH2:8][CH2:9][N:10]([CH2:34][CH2:35][Cl:36])[P:11]([N:27]([CH2:31][CH2:32][Cl:33])[CH2:28][CH2:29][Cl:30])(=[O:26])[O:12][CH2:13][CH2:14]OS(C1C=CC(Br)=CC=1)(=O)=O, predict the reaction product. The product is: [Cl:36][CH2:35][CH2:34][N:10]([CH2:9][CH2:8][Cl:7])[P:11]([N:27]([CH2:28][CH2:29][Cl:30])[CH2:31][CH2:32][Cl:33])(=[O:26])[O:12][CH2:13][CH2:14][S:1][CH2:2][CH2:3][OH:4]. (5) Given the reactants [C:1]([C:3]1[CH:4]=[C:5]([CH:9]=[CH:10][C:11]=1[N:12]1[CH2:17][CH2:16][CH2:15][CH2:14][CH:13]1[CH3:18])[C:6]([OH:8])=O)#[N:2].O[N:20]=[C:21]([C:23]1[CH:31]=[CH:30][C:26]2[NH:27][CH:28]=[N:29][C:25]=2[CH:24]=1)[NH2:22], predict the reaction product. The product is: [NH:27]1[C:26]2[CH:30]=[CH:31][C:23]([C:21]3[N:20]=[C:6]([C:5]4[CH:9]=[CH:10][C:11]([N:12]5[CH2:17][CH2:16][CH2:15][CH2:14][CH:13]5[CH3:18])=[C:3]([CH:4]=4)[C:1]#[N:2])[O:8][N:22]=3)=[CH:24][C:25]=2[N:29]=[CH:28]1. (6) Given the reactants P(Cl)(Cl)(Cl)=O.C(OC([N:11]1[CH:20]=[CH:19][C:18]2[C:13](=[CH:14][C:15]([O:23][CH2:24][C:25]3[CH:30]=[CH:29][CH:28]=[CH:27][CH:26]=3)=[C:16]([O:21][CH3:22])[CH:17]=2)[CH:12]1[CH2:31][C:32]1[CH:37]=[CH:36][CH:35]=[C:34]([O:38][CH3:39])[CH:33]=1)=O)C.O.[OH-].[K+].CN(C)[CH:45]=[O:46], predict the reaction product. The product is: [CH2:24]([O:23][C:15]1[CH:14]=[C:13]2[C:18]([C:19]([CH:45]=[O:46])=[CH:20][N:11]=[C:12]2[CH2:31][C:32]2[CH:37]=[CH:36][CH:35]=[C:34]([O:38][CH3:39])[CH:33]=2)=[CH:17][C:16]=1[O:21][CH3:22])[C:25]1[CH:30]=[CH:29][CH:28]=[CH:27][CH:26]=1. (7) Given the reactants [Cl:1][C:2]1[CH:3]=[CH:4][C:5]([O:17][CH2:18][CH:19]([CH3:21])[CH3:20])=[C:6]([NH:8][C:9]2[S:10][CH:11]=[C:12]([C:14](O)=[O:15])[N:13]=2)[CH:7]=1.CC[N:24]=C=NCCCN(C)C.C(N(CC)CC)C.[NH4+].OC1C2N=NNC=2C=CC=1, predict the reaction product. The product is: [Cl:1][C:2]1[CH:3]=[CH:4][C:5]([O:17][CH2:18][CH:19]([CH3:21])[CH3:20])=[C:6]([NH:8][C:9]2[S:10][CH:11]=[C:12]([C:14]([NH2:24])=[O:15])[N:13]=2)[CH:7]=1. (8) The product is: [CH3:19][C:20]1[CH:25]=[C:24]([CH3:26])[CH:23]=[CH:22][C:21]=1[N:27]1[CH2:28][CH2:29][N:30]([C:12]([C:11]2[CH:10]=[CH:9][C:8]([N:3]3[CH2:4][CH2:5][CH2:6][CH2:7][C:2]3=[O:1])=[CH:18][CH:17]=2)=[O:14])[CH2:31][CH2:32]1. Given the reactants [O:1]=[C:2]1[CH2:7][CH2:6][CH2:5][CH2:4][N:3]1[C:8]1[CH:18]=[CH:17][C:11]([C:12]([O:14]CC)=O)=[CH:10][CH:9]=1.[CH3:19][C:20]1[CH:25]=[C:24]([CH3:26])[CH:23]=[CH:22][C:21]=1[N:27]1[CH2:32][CH2:31][NH:30][CH2:29][CH2:28]1, predict the reaction product. (9) Given the reactants [CH2:1]([O:4][C:5]1[CH:12]=[CH:11][C:8]([CH:9]=O)=[CH:7][CH:6]=1)[CH2:2][CH3:3].C(O)(=O)[CH2:14][C:15]([OH:17])=[O:16].N1C=CC=CC=1, predict the reaction product. The product is: [CH2:1]([O:4][C:5]1[CH:12]=[CH:11][C:8]([CH:9]=[CH:14][C:15]([OH:17])=[O:16])=[CH:7][CH:6]=1)[CH2:2][CH3:3]. (10) Given the reactants [Cl:1][C:2]1[CH:7]=[CH:6][C:5]([C:8]2[C:9]([O:17][CH2:18][C:19]([F:22])([F:21])[F:20])=[N:10][CH:11]=[C:12]([CH:16]=2)[C:13](O)=[O:14])=[CH:4][CH:3]=1.[CH3:23][C:24]1[N:28]=[C:27]([CH2:29][NH2:30])[O:26][N:25]=1, predict the reaction product. The product is: [Cl:1][C:2]1[CH:7]=[CH:6][C:5]([C:8]2[C:9]([O:17][CH2:18][C:19]([F:21])([F:22])[F:20])=[N:10][CH:11]=[C:12]([CH:16]=2)[C:13]([NH:30][CH2:29][C:27]2[O:26][N:25]=[C:24]([CH3:23])[N:28]=2)=[O:14])=[CH:4][CH:3]=1.